Dataset: Full USPTO retrosynthesis dataset with 1.9M reactions from patents (1976-2016). Task: Predict the reactants needed to synthesize the given product. (1) Given the product [CH3:14][C:15]1[CH:29]=[CH:28][CH:27]=[C:26]([CH3:30])[C:16]=1[CH2:17][C:18]1[CH:19]=[C:20]([CH:23]=[CH:24][CH:25]=1)[CH2:21][O:1][C:2]1[CH:3]=[CH:4][C:5]([CH2:8][CH2:9][C:10]([O:12][CH3:13])=[O:11])=[CH:6][CH:7]=1, predict the reactants needed to synthesize it. The reactants are: [OH:1][C:2]1[CH:7]=[CH:6][C:5]([CH2:8][CH2:9][C:10]([O:12][CH3:13])=[O:11])=[CH:4][CH:3]=1.[CH3:14][C:15]1[CH:29]=[CH:28][CH:27]=[C:26]([CH3:30])[C:16]=1[CH2:17][C:18]1[CH:19]=[C:20]([CH:23]=[CH:24][CH:25]=1)[CH2:21]O.C1(P(C2C=CC=CC=2)C2C=CC=CC=2)C=CC=CC=1.N(C(OCC)=O)=NC(OCC)=O. (2) Given the product [Cl:13][CH2:14][C:15]([NH:12][C:5]1[C:6]([N+:9]([O-:11])=[O:10])=[N:7][CH:8]=[C:3]([O:2][CH3:1])[CH:4]=1)=[O:16], predict the reactants needed to synthesize it. The reactants are: [CH3:1][O:2][C:3]1[CH:4]=[C:5]([NH2:12])[C:6]([N+:9]([O-:11])=[O:10])=[N:7][CH:8]=1.[Cl:13][CH2:14][C:15](Cl)=[O:16]. (3) Given the product [C:1]([O:5][C:6](=[O:7])[NH:8][CH:9]([CH2:13][C:14]1[C:22]2[C:17](=[CH:18][CH:19]=[C:20]([N+:23]([O-:25])=[O:24])[CH:21]=2)[NH:16][CH:15]=1)[C:10]([N:26]1[CH2:33][CH2:32][CH2:31][CH:27]1[C:28](=[O:29])[NH2:30])=[O:12])([CH3:2])([CH3:4])[CH3:3], predict the reactants needed to synthesize it. The reactants are: [C:1]([O:5][C:6]([NH:8][CH:9]([CH2:13][C:14]1[C:22]2[C:17](=[CH:18][CH:19]=[C:20]([N+:23]([O-:25])=[O:24])[CH:21]=2)[NH:16][CH:15]=1)[C:10]([OH:12])=O)=[O:7])([CH3:4])([CH3:3])[CH3:2].[NH:26]1[CH2:33][CH2:32][CH2:31][C@H:27]1[C:28]([NH2:30])=[O:29].C(N=C=NCCCN(C)C)C.ON1C2C=CC=CC=2N=N1.C(N(C(C)C)CC)(C)C. (4) Given the product [F:13][C:14]1[CH:19]=[CH:18][C:17]([C:20]2[N:31]=[CH:32][O:12][C:11]=2[C:9]2[CH:8]=[CH:7][C:5]3[N:6]=[C:2]([NH2:1])[S:3][C:4]=3[CH:10]=2)=[CH:16][CH:15]=1, predict the reactants needed to synthesize it. The reactants are: [NH2:1][C:2]1[S:3][C:4]2[CH:10]=[C:9]([CH:11]=[O:12])[CH:8]=[CH:7][C:5]=2[N:6]=1.[F:13][C:14]1[CH:19]=[CH:18][C:17]([CH:20]([N+:31]#[C-:32])S(C2C=CC(C)=CC=2)(=O)=O)=[CH:16][CH:15]=1.C([O-])([O-])=O.[K+].[K+]. (5) Given the product [CH2:1]([C@H:4]1[CH2:5][CH2:6][C@H:7]([C@H:10]2[CH2:11][CH2:12][C@H:13]([C:16]([F:27])([F:28])[O:17][C:18]3[CH:19]=[C:20]([F:26])[C:21]([F:25])=[C:22]([F:24])[CH:23]=3)[CH2:14][CH2:15]2)[CH2:8][CH2:9]1)[CH2:2][CH3:3], predict the reactants needed to synthesize it. The reactants are: [CH2:1]([C@H:4]1[CH2:9][CH2:8][C@H:7]([CH:10]2[CH2:15][CH2:14][C:13]([C:16]([F:28])([F:27])[O:17][C:18]3[CH:23]=[C:22]([F:24])[C:21]([F:25])=[C:20]([F:26])[CH:19]=3)=[CH:12][CH2:11]2)[CH2:6][CH2:5]1)[CH2:2][CH3:3]. (6) Given the product [Cl:1][C:2]1[CH:7]=[CH:6][CH:5]=[C:4]([F:8])[C:3]=1[C:9]#[CH:10], predict the reactants needed to synthesize it. The reactants are: [Cl:1][C:2]1[CH:7]=[CH:6][CH:5]=[C:4]([F:8])[C:3]=1[C:9]#[C:10][Si](C)(C)C.C(=O)([O-])[O-].[K+].[K+]. (7) Given the product [OH:40][CH2:39][CH2:38][N:37]1[C:32](=[O:33])[C:4]2[CH:5]([C:20]3[CH:25]=[CH:24][C:23]([C:26]#[N:27])=[CH:22][C:21]=3[S:28]([CH3:31])(=[O:30])=[O:29])[NH:6][C:7](=[O:19])[N:8]([C:9]3[CH:14]=[CH:13][CH:12]=[C:11]([C:15]([F:18])([F:16])[F:17])[CH:10]=3)[C:3]=2[CH2:2]1, predict the reactants needed to synthesize it. The reactants are: Br[CH2:2][C:3]1[N:8]([C:9]2[CH:14]=[CH:13][CH:12]=[C:11]([C:15]([F:18])([F:17])[F:16])[CH:10]=2)[C:7](=[O:19])[NH:6][CH:5]([C:20]2[CH:25]=[CH:24][C:23]([C:26]#[N:27])=[CH:22][C:21]=2[S:28]([CH3:31])(=[O:30])=[O:29])[C:4]=1[C:32](OCC)=[O:33].[NH2:37][CH2:38][CH2:39][OH:40].